Dataset: Reaction yield outcomes from USPTO patents with 853,638 reactions. Task: Predict the reaction yield, written as a fraction of the theoretical maximum amount of product (1.0 means a 100% yield; for example, 0.34 means a 34% yield). (1) The reactants are [NH:1]1[CH:5]=[C:4]([C:6]2[CH:22]=[CH:21][C:9]3[C:10]4[N:11]=[C:12]([C:18]([OH:20])=O)[S:13][C:14]=4[CH2:15][CH2:16][O:17][C:8]=3[CH:7]=2)[CH:3]=[N:2]1.CN(C)C=O.C(NC(C)C)(C)C.[CH:35]([NH:38][CH2:39][CH2:40][OH:41])([CH3:37])[CH3:36]. No catalyst specified. The product is [OH:41][CH2:40][CH2:39][N:38]([CH:35]([CH3:37])[CH3:36])[C:18]([C:12]1[S:13][C:14]2[CH2:15][CH2:16][O:17][C:8]3[CH:7]=[C:6]([C:4]4[CH:3]=[N:2][NH:1][CH:5]=4)[CH:22]=[CH:21][C:9]=3[C:10]=2[N:11]=1)=[O:20]. The yield is 0.150. (2) The product is [OH:15][CH2:14][CH2:13][C:9]1[CH:8]=[C:7]([N:3]2[CH2:4][CH2:5][NH:6][C:2]2=[O:1])[CH:12]=[CH:11][CH:10]=1. The catalyst is ClCCl. The yield is 0.750. The reactants are [O:1]=[C:2]1[NH:6][CH2:5][CH2:4][N:3]1[C:7]1[CH:8]=[C:9]([CH2:13][C:14](OC)=[O:15])[CH:10]=[CH:11][CH:12]=1.[BH4-].[Li+].O.